From a dataset of Serine/threonine kinase 33 screen with 319,792 compounds. Binary Classification. Given a drug SMILES string, predict its activity (active/inactive) in a high-throughput screening assay against a specified biological target. (1) The drug is S(c1nc2c(c(c1)C)cccc2)CC(=O)Nc1cc2[nH]c(=O)[nH]c2cc1. The result is 0 (inactive). (2) The drug is Fc1c(OCc2onc(C(=O)N(CC3Oc4c(OC3)cccc4)C)c2)c(F)ccc1. The result is 0 (inactive). (3) The molecule is O=C(N1CCC(CC1)Cc1ccccc1)c1cc2OCOc2cc1. The result is 0 (inactive). (4) The molecule is s1c2CCC(Cc2cc1C(=O)N(CC(=O)Nc1cc(F)ccc1)C)C. The result is 0 (inactive). (5) The drug is O=C1/C(C(=O)c2c1cc(cc2)C(O)=O)=C/c1ccc(N(CC)CC)cc1. The result is 1 (active). (6) The drug is OC(C(N(C(=O)C(N)Cc1ccccc1)C)C)c1ccccc1. The result is 0 (inactive). (7) The drug is S=c1n(c(=O)c2c([nH]1)cc(C(=O)NCCCN1CCCC1=O)cc2)c1ccc(OC)cc1. The result is 0 (inactive). (8) The molecule is Clc1cc2c(occ(c2=O)/C=N\NC(=S)N)cc1. The result is 0 (inactive). (9) The drug is s1c(C(=O)NCCN2CCN(CC2)Cc2ccccc2)cc2c1c1c([nH]c2=O)cccc1. The result is 0 (inactive).